This data is from Peptide-MHC class II binding affinity with 134,281 pairs from IEDB. The task is: Regression. Given a peptide amino acid sequence and an MHC pseudo amino acid sequence, predict their binding affinity value. This is MHC class II binding data. The peptide sequence is RTLNKIVYIKPAKNI. The MHC is DRB1_0101 with pseudo-sequence DRB1_0101. The binding affinity (normalized) is 0.860.